This data is from Peptide-MHC class II binding affinity with 134,281 pairs from IEDB. The task is: Regression. Given a peptide amino acid sequence and an MHC pseudo amino acid sequence, predict their binding affinity value. This is MHC class II binding data. (1) The peptide sequence is FFLLTRILTIPQSLD. The MHC is HLA-DQA10301-DQB10302 with pseudo-sequence HLA-DQA10301-DQB10302. The binding affinity (normalized) is 0.469. (2) The peptide sequence is SDTPYRVNRYTKSAH. The MHC is DRB4_0101 with pseudo-sequence DRB4_0103. The binding affinity (normalized) is 0.0724. (3) The peptide sequence is ILSHVKFNFGDFYSE. The MHC is DRB1_1101 with pseudo-sequence DRB1_1101. The binding affinity (normalized) is 0.270. (4) The peptide sequence is VAIDRPAEVRKVCYN. The MHC is DRB1_0801 with pseudo-sequence DRB1_0801. The binding affinity (normalized) is 0.287. (5) The peptide sequence is PCKGDSVTIKLDGNL. The MHC is DRB3_0101 with pseudo-sequence DRB3_0101. The binding affinity (normalized) is 0.349. (6) The MHC is DRB1_1302 with pseudo-sequence DRB1_1302. The binding affinity (normalized) is 0.350. The peptide sequence is RREIFIVETGLCSLA. (7) The peptide sequence is HKDLMSMSDGEFESL. The MHC is DRB1_0101 with pseudo-sequence DRB1_0101. The binding affinity (normalized) is 0.201.